This data is from Forward reaction prediction with 1.9M reactions from USPTO patents (1976-2016). The task is: Predict the product of the given reaction. (1) Given the reactants S(Cl)([Cl:3])=O.O[CH2:6][C:7]1[N:12]=[C:11]([C:13]([O:15][CH2:16][CH3:17])=[O:14])[CH:10]=[CH:9][CH:8]=1, predict the reaction product. The product is: [Cl:3][CH2:6][C:7]1[N:12]=[C:11]([C:13]([O:15][CH2:16][CH3:17])=[O:14])[CH:10]=[CH:9][CH:8]=1. (2) Given the reactants [NH2:1][C:2]1[CH:6]=[C:5](Br)[S:4][C:3]=1[C:8]([NH2:10])=[O:9].[F:11][C:12]([F:18])([F:17])[CH2:13][C:14](=O)[CH3:15].CC1C=CC(S(O)(=O)=O)=CC=1.C([O-])(O)=O.[Na+].CC1(C)C(C)(C)OB([C:43]2[CH:44]=[N:45][NH:46][CH:47]=2)O1.C(=O)([O-])[O-].[Na+].[Na+], predict the reaction product. The product is: [CH3:15][C:14]1([CH2:13][C:12]([F:18])([F:17])[F:11])[NH:1][C:2]2[CH:6]=[C:5]([C:43]3[CH:44]=[N:45][NH:46][CH:47]=3)[S:4][C:3]=2[C:8](=[O:9])[NH:10]1. (3) The product is: [Br:22][C:10]1[S:9][C:7]2[NH:8][C:2](=[O:1])[CH2:3][N:4]=[C:5]([C:12]3[CH:13]=[CH:14][C:15]([C:16]([O:18][CH3:19])=[O:17])=[CH:20][CH:21]=3)[C:6]=2[CH:11]=1. Given the reactants [O:1]=[C:2]1[NH:8][C:7]2[S:9][CH:10]=[CH:11][C:6]=2[C:5]([C:12]2[CH:21]=[CH:20][C:15]([C:16]([O:18][CH3:19])=[O:17])=[CH:14][CH:13]=2)=[N:4][CH2:3]1.[Br:22]Br, predict the reaction product. (4) Given the reactants Br.[N:2]([C@@H:5]1[C@H:10]([NH:11][C:12]([C:14]2[NH:15][C:16]([CH3:21])=[C:17]([Cl:20])[C:18]=2[Cl:19])=[O:13])[CH2:9][CH2:8][NH:7][CH2:6]1)=[N+:3]=[N-:4].CCN(C(C)C)C(C)C.Br[C:32]1[S:33][C:34]([C:37]([O:39][CH3:40])=[O:38])=[CH:35][N:36]=1.CCOC(C)=O, predict the reaction product. The product is: [N:2]([C@@H:5]1[C@H:10]([NH:11][C:12]([C:14]2[NH:15][C:16]([CH3:21])=[C:17]([Cl:20])[C:18]=2[Cl:19])=[O:13])[CH2:9][CH2:8][N:7]([C:32]2[S:33][C:34]([C:37]([O:39][CH3:40])=[O:38])=[CH:35][N:36]=2)[CH2:6]1)=[N+:3]=[N-:4]. (5) Given the reactants [O:1]=[C:2]1[NH:11][C:10]2[N:9]=[C:8]([O:12][CH2:13][CH2:14][CH2:15][CH:16]=O)[CH:7]=[CH:6][C:5]=2[CH2:4][CH2:3]1.[N:18]1([C:24]2[C:32]3[O:31][C:30](=[O:33])[NH:29][C:28]=3[CH:27]=[CH:26][CH:25]=2)[CH2:23][CH2:22][NH:21][CH2:20][CH2:19]1.N1CCNCC1.[BH-](OC(C)=O)(OC(C)=O)OC(C)=O.[Na+].C([O-])(O)=O.[Na+], predict the reaction product. The product is: [O:33]=[C:30]1[NH:29][C:28]2[CH:27]=[CH:26][CH:25]=[C:24]([N:18]3[CH2:23][CH2:22][N:21]([CH2:16][CH2:15][CH2:14][CH2:13][O:12][C:8]4[N:9]=[C:10]5[C:5]([CH2:4][CH2:3][C:2](=[O:1])[NH:11]5)=[CH:6][CH:7]=4)[CH2:20][CH2:19]3)[C:32]=2[O:31]1.